From a dataset of Forward reaction prediction with 1.9M reactions from USPTO patents (1976-2016). Predict the product of the given reaction. (1) The product is: [Cl:27][C:13]1[N:10]2[C:11]3[N:12]=[C:3]([C:2]([F:1])([F:25])[F:26])[CH:4]=[C:5]([C:21]([F:23])([F:24])[F:22])[C:6]=3[CH:7]=[CH:8][C:9]2=[N:15][C:14]=1[C:16]1[O:17][CH:18]=[N:19][N:20]=1. Given the reactants [F:1][C:2]([F:26])([F:25])[C:3]1[CH:4]=[C:5]([C:21]([F:24])([F:23])[F:22])[C:6]2[CH:7]=[CH:8][C:9]3[N:10]([CH:13]=[C:14]([C:16]4[O:17][CH:18]=[N:19][N:20]=4)[N:15]=3)[C:11]=2[N:12]=1.[Cl:27]N1C(=O)CCC1=O.O, predict the reaction product. (2) Given the reactants [OH2:1].[O-:2][Mn]([O-])(=O)=O.[K+:7].[K+].[Mo:9]=[O:10].[OH-:11].[K+], predict the reaction product. The product is: [OH2:2].[OH2:1].[OH2:2].[OH2:2].[OH2:2].[O-:1][Mo:9]([O-:2])(=[O:11])=[O:10].[K+:7].[K+:7].